Task: Regression/Classification. Given a drug SMILES string, predict its absorption, distribution, metabolism, or excretion properties. Task type varies by dataset: regression for continuous measurements (e.g., permeability, clearance, half-life) or binary classification for categorical outcomes (e.g., BBB penetration, CYP inhibition). Dataset: cyp2c19_veith.. Dataset: CYP2C19 inhibition data for predicting drug metabolism from PubChem BioAssay (1) The molecule is COc1ccc2[nH]cc(CCNc3ccnc(-c4ccccc4C)n3)c2c1. The result is 1 (inhibitor). (2) The drug is CN1CCCN([C@@H](c2ccccc2)c2ccc(Cl)cc2)CC1. The result is 0 (non-inhibitor). (3) The compound is CCc1cc(Cl)c(OC)c(C(=O)NC[C@H]2CCN(CC)C2)c1O. The result is 0 (non-inhibitor). (4) The compound is COCCn1c(=O)c(C)nc2cnc(N(C)C)nc21. The result is 0 (non-inhibitor). (5) The compound is COc1ccc(NC(=O)N2CCCC3(CCN(C(=O)c4cccn4C)CC3)C2)cc1. The result is 0 (non-inhibitor). (6) The result is 1 (inhibitor). The compound is COc1ccc(/C=C/C(=O)NCC(=O)N/N=C/c2cc(Br)ccc2OC)cc1. (7) The drug is C[C@]1(C2CCCC2)Cc2cc(OCC(=O)O)c(Cl)c(Cl)c2C1=O. The result is 0 (non-inhibitor). (8) The drug is Cc1noc(C)c1-c1ccc2ncnc(N(C)Cc3ccco3)c2c1. The result is 1 (inhibitor).